Predict the product of the given reaction. From a dataset of Forward reaction prediction with 1.9M reactions from USPTO patents (1976-2016). (1) Given the reactants [NH:1]1[C:5]2[CH:6]=[CH:7][CH:8]=[CH:9][C:4]=2[N:3]=[C:2]1[CH2:10][N:11]([CH3:26])[C:12](=[O:25])[CH2:13][N:14]1[C:18]2[CH:19]=[C:20]([Cl:23])[CH:21]=[CH:22][C:17]=2[S:16][C:15]1=[O:24].CN(C=O)C.Br[CH2:33][CH2:34][O:35][Si:36]([C:39]([CH3:42])([CH3:41])[CH3:40])([CH3:38])[CH3:37].C([O-])([O-])=O.[K+].[K+], predict the reaction product. The product is: [Si:36]([O:35][CH2:34][CH2:33][N:1]1[C:5]2[CH:6]=[CH:7][CH:8]=[CH:9][C:4]=2[N:3]=[C:2]1[CH2:10][N:11]([CH3:26])[C:12](=[O:25])[CH2:13][N:14]1[C:18]2[CH:19]=[C:20]([Cl:23])[CH:21]=[CH:22][C:17]=2[S:16][C:15]1=[O:24])([C:39]([CH3:42])([CH3:41])[CH3:40])([CH3:38])[CH3:37]. (2) Given the reactants Cl[C:2]1[N:7]=[C:6]([C:8]([O:10]C)=[O:9])[CH:5]=[C:4]([NH:12][CH:13]2[CH2:18][CH2:17][CH2:16][CH2:15][CH2:14]2)[N:3]=1.C(N(CC)CC)C.C1(NC2N=CN=C(C(OC)=O)C=2)CCCCC1.C1(NC2N=CN=C(C(OCC)=O)C=2)CCCCC1.[OH-].[Li+], predict the reaction product. The product is: [CH:13]1([NH:12][C:4]2[N:3]=[CH:2][N:7]=[C:6]([C:8]([OH:10])=[O:9])[CH:5]=2)[CH2:14][CH2:15][CH2:16][CH2:17][CH2:18]1.